Dataset: Full USPTO retrosynthesis dataset with 1.9M reactions from patents (1976-2016). Task: Predict the reactants needed to synthesize the given product. (1) Given the product [Cl:32][C:16]1[C:15]2=[N:14][N:13]([C:26]3[CH:31]=[CH:30][CH:29]=[CH:28][CH:27]=3)[C:12]([CH2:10][CH3:11])=[C:24]2[C:23]2[CH:22]=[CH:21][CH:20]=[CH:19][C:18]=2[N:17]=1, predict the reactants needed to synthesize it. The reactants are: S(Cl)(Cl)=O.CN(C=O)C.[CH2:10]([C:12]1[N:13]([C:26]2[CH:31]=[CH:30][CH:29]=[CH:28][CH:27]=2)[N:14]=[C:15]2[C:24]=1[C:23]1[CH:22]=[CH:21][CH:20]=[CH:19][C:18]=1[NH:17][C:16]2=O)[CH3:11].[Cl:32]CCl. (2) Given the product [Br:1][C:10]1[CH:9]=[C:8]([C:11]2[CH:16]=[CH:15][C:14]([CH:17]=[O:18])=[CH:13][CH:12]=2)[CH:7]=[CH:6][C:5]=1[O:4][CH3:3], predict the reactants needed to synthesize it. The reactants are: [Br:1]Br.[CH3:3][O:4][C:5]1[CH:10]=[CH:9][C:8]([C:11]2[CH:16]=[CH:15][C:14]([CH:17]=[O:18])=[CH:13][CH:12]=2)=[CH:7][CH:6]=1. (3) Given the product [F:29][CH:2]([F:1])[CH2:3][O:4][C:5]1[CH:10]=[CH:9][CH:8]=[CH:7][C:6]=1[C:11](=[O:28])[CH2:12][CH2:13][C:14]1[N:15]=[C:16]([C:19]2[CH:24]=[CH:23][C:22]([O:25][CH3:26])=[C:21]([O:27][CH2:30][CH3:31])[CH:20]=2)[O:17][CH:18]=1, predict the reactants needed to synthesize it. The reactants are: [F:1][CH:2]([F:29])[CH2:3][O:4][C:5]1[CH:10]=[CH:9][CH:8]=[CH:7][C:6]=1[C:11](=[O:28])[CH2:12][CH2:13][C:14]1[N:15]=[C:16]([C:19]2[CH:24]=[CH:23][C:22]([O:25][CH3:26])=[C:21]([OH:27])[CH:20]=2)[O:17][CH:18]=1.[CH2:30](I)[CH3:31]. (4) Given the product [C:1]([O:5][CH:6]([C:11]1[N:15]([CH3:16])[N:14]=[C:13]([C:17]2[S:18][CH:19]=[CH:20][N:21]=2)[C:12]=1[C:22]1[CH:23]=[CH:24][C:25]2[O:30][CH2:29][CH2:28][CH2:27][C:26]=2[CH:31]=1)[C:7]([OH:9])=[O:8])([CH3:4])([CH3:2])[CH3:3], predict the reactants needed to synthesize it. The reactants are: [C:1]([O:5][CH:6]([C:11]1[N:15]([CH3:16])[N:14]=[C:13]([C:17]2[S:18][CH:19]=[CH:20][N:21]=2)[C:12]=1[C:22]1[CH:23]=[CH:24][C:25]2[O:30][CH2:29][CH2:28][CH2:27][C:26]=2[CH:31]=1)[C:7]([O:9]C)=[O:8])([CH3:4])([CH3:3])[CH3:2].[OH-].[K+]. (5) Given the product [Cl:1][C:2]1[CH:31]=[CH:30][C:5]([CH2:6][N:7]2[C:15]3[C:10](=[CH:11][C:12](/[CH:16]=[C:17]4/[C:18](=[O:29])[N:19]([C@H:23]5[C@@H:27]([F:28])[CH2:26][N:25]([CH2:36][CH3:37])[CH2:24]5)[C:20](=[O:22])[S:21]/4)=[CH:13][CH:14]=3)[CH:9]=[N:8]2)=[C:4]([C:32]([F:34])([F:35])[F:33])[CH:3]=1, predict the reactants needed to synthesize it. The reactants are: [Cl:1][C:2]1[CH:31]=[CH:30][C:5]([CH2:6][N:7]2[C:15]3[C:10](=[CH:11][C:12](/[CH:16]=[C:17]4/[C:18](=[O:29])[N:19]([C@H:23]5[C@@H:27]([F:28])[CH2:26][NH:25][CH2:24]5)[C:20](=[O:22])[S:21]/4)=[CH:13][CH:14]=3)[CH:9]=[N:8]2)=[C:4]([C:32]([F:35])([F:34])[F:33])[CH:3]=1.[CH:36](=O)[CH3:37]. (6) Given the product [Cl:1][C:2]1[CH:3]=[C:4]([CH2:5][OH:6])[CH:8]=[C:9]([N+:11]([O-:13])=[O:12])[CH:10]=1, predict the reactants needed to synthesize it. The reactants are: [Cl:1][C:2]1[CH:3]=[C:4]([CH:8]=[C:9]([N+:11]([O-:13])=[O:12])[CH:10]=1)[C:5](O)=[O:6].CO.